Dataset: Forward reaction prediction with 1.9M reactions from USPTO patents (1976-2016). Task: Predict the product of the given reaction. (1) Given the reactants [C:1](O)(=O)[CH3:2].[CH2:5](O)[CH3:6].Cl[C:9](Cl)(Cl)[CH2:10][O:11][C:12](=[O:40])[NH:13][C:14]1[CH:19]=[CH:18][C:17]([S:20][C:21]2[CH:26]=[CH:25][C:24]([C:27](=[O:36])[NH:28][C:29]3[CH:34]=[CH:33][C:32]([Br:35])=[CH:31][N:30]=3)=[CH:23][C:22]=2[N+:37]([O-])=O)=[CH:16][CH:15]=1, predict the reaction product. The product is: [CH:2]1[C:1]2[CH:9]([CH2:10][O:11][C:12](=[O:40])[NH:13][C:14]3[CH:19]=[CH:18][C:17]([S:20][C:21]4[CH:26]=[CH:25][C:24]([C:27](=[O:36])[NH:28][C:29]5[CH:34]=[CH:33][C:32]([Br:35])=[CH:31][N:30]=5)=[CH:23][C:22]=4[NH2:37])=[CH:16][CH:15]=3)[C:5]3[C:6](=[CH:26][CH:21]=[CH:22][CH:23]=3)[C:16]=2[CH:15]=[CH:14][CH:19]=1. (2) Given the reactants [Br:1][C:2]1[CH:7]=[C:6]([Cl:8])[CH:5]=[CH:4][C:3]=1[CH2:9][OH:10].C(N(C(C)C)CC)(C)C.CS(C)=O.N1C=CC=CC=1.S(=O)(=O)=O, predict the reaction product. The product is: [Br:1][C:2]1[CH:7]=[C:6]([Cl:8])[CH:5]=[CH:4][C:3]=1[CH:9]=[O:10]. (3) Given the reactants Br[C:2]1[CH:14]=[CH:13][C:12]2[C:11]3[C:6](=[CH:7][C:8](C4C=CC5C(=CC=CC=5)C=4)=[CH:9][CH:10]=3)[C:5]([CH3:26])([CH3:25])[C:4]=2[CH:3]=1.[CH2:27]([Li])[CH2:28][CH2:29][CH3:30].[B:32](OC(C)C)([O:37]C(C)C)[O:33]C(C)C.Cl.[CH3:46][CH2:47][CH2:48][CH2:49][CH2:50][CH3:51], predict the reaction product. The product is: [CH3:26][C:5]1([CH3:25])[C:6]2[CH:7]=[C:8]([B:32]([OH:37])[OH:33])[CH:9]=[CH:10][C:11]=2[C:12]2[C:4]1=[CH:3][C:2]([C:48]1[CH:47]=[CH:46][C:30]3[C:50](=[CH:51][CH:27]=[CH:28][CH:29]=3)[CH:49]=1)=[CH:14][CH:13]=2. (4) The product is: [Br:1][C:2]1[C:7]([F:8])=[C:6]([CH:5]=[CH:4][C:3]=1[O:9][CH3:10])[CH:23]=[O:24]. Given the reactants [Br:1][C:2]1[C:7]([F:8])=[CH:6][CH:5]=[CH:4][C:3]=1[O:9][CH3:10].C1N2CN3CN(C2)CN1C3.FC(F)(F)[C:23](O)=[O:24], predict the reaction product. (5) Given the reactants [Cl:1][C:2]1[CH:3]=[C:4]([CH:8]=[C:9]([Cl:11])[N:10]=1)[C:5](O)=[O:6].Cl.C(N=C=NCCCN(C)C)C.ON1C2C=CC=CC=2N=N1.Cl.[CH3:35][NH:36][O:37][CH3:38].C(=O)(O)[O-].[Na+], predict the reaction product. The product is: [Cl:1][C:2]1[CH:3]=[C:4]([CH:8]=[C:9]([Cl:11])[N:10]=1)[C:5]([N:36]([O:37][CH3:38])[CH3:35])=[O:6]. (6) The product is: [O:11]=[CH:12][CH2:13][CH2:14][CH2:15][CH2:16][CH2:17][NH:18][C:19](=[O:25])[O:20][C:21]([CH3:23])([CH3:22])[CH3:24]. Given the reactants C(Cl)(=O)C(Cl)=O.CS(C)=O.[OH:11][CH2:12][CH2:13][CH2:14][CH2:15][CH2:16][CH2:17][NH:18][C:19](=[O:25])[O:20][C:21]([CH3:24])([CH3:23])[CH3:22].C(N(CC)CC)C, predict the reaction product. (7) Given the reactants Br[CH2:2][CH2:3][CH2:4][CH2:5][CH2:6][C:7]([O:9][CH2:10][CH3:11])=[O:8].C(=O)([O-])[O-].[Cs+].[Cs+].[Cl:18][C:19]1[CH:20]=[C:21]([NH:27][C:28](=[O:30])[CH3:29])[CH:22]=[C:23]([Cl:26])[C:24]=1[OH:25].O, predict the reaction product. The product is: [C:28]([NH:27][C:21]1[CH:22]=[C:23]([Cl:26])[C:24]([O:25][CH2:2][CH2:3][CH2:4][CH2:5][CH2:6][C:7]([O:9][CH2:10][CH3:11])=[O:8])=[C:19]([Cl:18])[CH:20]=1)(=[O:30])[CH3:29]. (8) The product is: [Cl:16][C:13]1[CH:14]=[CH:15][C:6]([O:5][CH2:4][CH2:3][NH:2][C:19]([NH:18][CH2:17][CH3:22])=[O:20])=[C:7]([CH:12]=1)[C:8]([O:10][CH3:11])=[O:9]. Given the reactants Cl.[NH2:2][CH2:3][CH2:4][O:5][C:6]1[CH:15]=[CH:14][C:13]([Cl:16])=[CH:12][C:7]=1[C:8]([O:10][CH3:11])=[O:9].[CH3:17][N:18]=[C:19]=[O:20].Cl.[CH2:22](Cl)Cl, predict the reaction product. (9) Given the reactants [CH2:1]([O:8][N:9]1[C:15](=[O:16])[N:14]2[CH2:17][C@H:10]1[CH2:11][CH2:12][C@H:13]2[C:18]([OH:20])=O)[C:2]1[CH:7]=[CH:6][CH:5]=[CH:4][CH:3]=1.[NH2:21][O:22][CH2:23][C@@H:24]([NH:26][C:27](=[O:33])[O:28][C:29]([CH3:32])([CH3:31])[CH3:30])[CH3:25].ON1C2C=CC=CC=2N=N1.Cl.C(N=C=NCCCN(C)C)C, predict the reaction product. The product is: [CH2:1]([O:8][N:9]1[C:15](=[O:16])[N:14]2[CH2:17][C@H:10]1[CH2:11][CH2:12][C@H:13]2[C:18]([NH:21][O:22][CH2:23][C@@H:24]([NH:26][C:27](=[O:33])[O:28][C:29]([CH3:32])([CH3:31])[CH3:30])[CH3:25])=[O:20])[C:2]1[CH:3]=[CH:4][CH:5]=[CH:6][CH:7]=1. (10) Given the reactants [CH3:1][O:2][C:3]1[C:8]([N+:9]([O-])=O)=[CH:7][C:6]([CH3:12])=[CH:5][C:4]=1[N+:13]([O-])=O.[Sn].[ClH:17], predict the reaction product. The product is: [ClH:17].[NH2:13][C:4]1[CH:5]=[C:6]([CH3:12])[CH:7]=[C:8]([NH2:9])[C:3]=1[O:2][CH3:1].